The task is: Predict the product of the given reaction.. This data is from Forward reaction prediction with 1.9M reactions from USPTO patents (1976-2016). (1) The product is: [C:38]([C:40]1[CH:48]=[CH:47][C:43]([C:44]([NH:37][C@@H:32]2[CH2:33][CH2:34][CH2:35][CH2:36][C@@H:31]2[C:29]([N:28]2[C@@H:24]3[C@@H:25]([C@H:16]([C:12]4[NH:13][CH:14]=[CH:15][N:11]=4)[NH:17][C:18]4[CH:19]=[CH:20][CH:21]=[CH:22][C:23]=43)[CH2:26][CH2:27]2)=[O:30])=[O:45])=[CH:42][CH:41]=1)#[N:39]. Given the reactants Cl.Cl.C(OC[N:11]1[CH:15]=[CH:14][N:13]=[C:12]1[C@H:16]1[C@H:25]2[CH2:26][CH2:27][N:28]([C:29]([C@H:31]3[CH2:36][CH2:35][CH2:34][CH2:33][C@H:32]3[NH2:37])=[O:30])[C@H:24]2[C:23]2[CH:22]=[CH:21][CH:20]=[CH:19][C:18]=2[NH:17]1)(=O)C(C)(C)C.[C:38]([C:40]1[CH:48]=[CH:47][C:43]([C:44](Cl)=[O:45])=[CH:42][CH:41]=1)#[N:39].N, predict the reaction product. (2) Given the reactants [Cl:1][C:2]1[C:6]([Cl:7])=[C:5]([C:8]([OH:10])=O)[S:4][N:3]=1.[F:11][C:12]1[C:13]([NH2:27])=[N:14][C:15]([O:18][CH2:19][C:20]2[CH:25]=[CH:24][C:23]([F:26])=[CH:22][CH:21]=2)=[N:16][CH:17]=1.[Li+].C[Si]([N-][Si](C)(C)C)(C)C.ClN1C(Cl)=C(C(Cl)=O)SC1, predict the reaction product. The product is: [F:11][C:12]1[C:13]([NH:27][C:8]([C:5]2[S:4][N:3]=[C:2]([Cl:1])[C:6]=2[Cl:7])=[O:10])=[N:14][C:15]([O:18][CH2:19][C:20]2[CH:21]=[CH:22][C:23]([F:26])=[CH:24][CH:25]=2)=[N:16][CH:17]=1.